This data is from Peptide-MHC class II binding affinity with 134,281 pairs from IEDB. The task is: Regression. Given a peptide amino acid sequence and an MHC pseudo amino acid sequence, predict their binding affinity value. This is MHC class II binding data. (1) The peptide sequence is EKKYFAATQFEPLVA. The MHC is DRB1_1001 with pseudo-sequence DRB1_1001. The binding affinity (normalized) is 0.667. (2) The peptide sequence is YDKFLMNVSTVLTGK. The MHC is DRB3_0202 with pseudo-sequence DRB3_0202. The binding affinity (normalized) is 0.881. (3) The peptide sequence is VVAVGPGRWDEDGAK. The MHC is DRB5_0101 with pseudo-sequence DRB5_0101. The binding affinity (normalized) is 0.325. (4) The MHC is DRB1_0701 with pseudo-sequence DRB1_0701. The peptide sequence is QSTFLGASQRGVGVA. The binding affinity (normalized) is 0.797. (5) The peptide sequence is VGQMLMLVNDRLLDI. The MHC is DRB1_0901 with pseudo-sequence DRB1_0901. The binding affinity (normalized) is 0.823. (6) The peptide sequence is QKTKQIGNRPGPSRG. The MHC is HLA-DQA10303-DQB10402 with pseudo-sequence HLA-DQA10303-DQB10402. The binding affinity (normalized) is 0.221. (7) The peptide sequence is TPDVSFFDSSFAPYL. The MHC is DRB1_0701 with pseudo-sequence DRB1_0701. The binding affinity (normalized) is 0.613. (8) The peptide sequence is LVGPTPVNIIGRNMLTQIGC. The MHC is HLA-DQA10301-DQB10302 with pseudo-sequence HLA-DQA10301-DQB10302. The binding affinity (normalized) is 0. (9) The peptide sequence is LARALVRAVAESHGV. The MHC is DRB1_0101 with pseudo-sequence DRB1_0101. The binding affinity (normalized) is 0.768. (10) The peptide sequence is VMAPDKPSLDISLET. The MHC is DRB1_1302 with pseudo-sequence DRB1_1302. The binding affinity (normalized) is 0.249.